This data is from Catalyst prediction with 721,799 reactions and 888 catalyst types from USPTO. The task is: Predict which catalyst facilitates the given reaction. (1) Reactant: [Cl:1][C:2]1[CH:7]=[C:6]([C:8]([F:11])([F:10])[F:9])[CH:5]=[C:4]([Cl:12])[C:3]=1[NH:13][NH2:14].N1C(C)=CC=CC=1C.Cl/[C:24](=[CH:27]/[C:28]#[N:29])/[C:25]#[N:26].Cl/C(=C\C#N)/C#N. Product: [NH2:29][C:28]1[N:13]([C:3]2[C:2]([Cl:1])=[CH:7][C:6]([C:8]([F:9])([F:11])[F:10])=[CH:5][C:4]=2[Cl:12])[N:14]=[C:24]([C:25]#[N:26])[CH:27]=1. The catalyst class is: 5. (2) Reactant: [C:1]([O:5][C:6]([N:8]1[CH2:17][CH:16]([OH:18])[C:15]2[C:10](=[CH:11][CH:12]=[C:13]([OH:19])[CH:14]=2)[CH2:9]1)=[O:7])([CH3:4])([CH3:3])[CH3:2].Br[CH2:21][CH:22]1[CH2:24][CH2:23]1.C([O-])([O-])=O.[K+].[K+]. Product: [C:1]([O:5][C:6]([N:8]1[CH2:17][CH:16]([OH:18])[C:15]2[C:10](=[CH:11][CH:12]=[C:13]([O:19][CH2:21][CH:22]3[CH2:24][CH2:23]3)[CH:14]=2)[CH2:9]1)=[O:7])([CH3:4])([CH3:2])[CH3:3]. The catalyst class is: 18.